From a dataset of Reaction yield outcomes from USPTO patents with 853,638 reactions. Predict the reaction yield, written as a fraction of the theoretical maximum amount of product (1.0 means a 100% yield; for example, 0.34 means a 34% yield). (1) The reactants are FC(F)(F)C(O)=O.[NH2:8][C:9]1[CH:14]=[CH:13][C:12]([CH:15]2[CH2:20][N:19]([CH3:21])[C:18](=[O:22])[N:17]([CH3:23])[CH2:16]2)=[CH:11][C:10]=1Br.[C:25]1(B(O)O)[CH2:31][CH2:30][CH2:29][CH2:28][CH2:27][CH:26]=1.[O-]P([O-])([O-])=O.[K+].[K+].[K+].C1(P(C2CCCCC2)C2C=CC=CC=2C2C(OC)=CC=CC=2OC)CCCCC1. The catalyst is C1(C)C=CC=CC=1.[Pd].[Pd].C(=CC(C=CC1C=CC=CC=1)=O)C1C=CC=CC=1.C(=CC(C=CC1C=CC=CC=1)=O)C1C=CC=CC=1.C(=CC(C=CC1C=CC=CC=1)=O)C1C=CC=CC=1. The product is [NH2:8][C:9]1[CH:14]=[CH:13][C:12]([CH:15]2[CH2:20][N:19]([CH3:21])[C:18](=[O:22])[N:17]([CH3:23])[CH2:16]2)=[CH:11][C:10]=1[C:25]1[CH2:31][CH2:30][CH2:29][CH2:28][CH2:27][CH:26]=1. The yield is 0.860. (2) The reactants are Br[C:2]1[CH:7]=[CH:6][C:5]([N:8]2[CH2:13][CH2:12][O:11][CH2:10][CH2:9]2)=[CH:4][C:3]=1[O:14][CH3:15].C([Li])CCC.C([O:23][CH2:24]C)C.[OH2:26]. The catalyst is O1CCCC1. The product is [CH3:15][O:14][C:3]1[CH:4]=[C:5]([N:8]2[CH2:13][CH2:12][O:11][CH2:10][CH2:9]2)[CH:6]=[CH:7][C:2]=1[C:24]([OH:23])=[O:26]. The yield is 0.660. (3) The reactants are [F:1][C:2]1[CH:3]=[C:4]([CH:7]=[CH:8][C:9]=1[CH:10]=[O:11])[C:5]#[N:6].[BH4-].[Na+]. The catalyst is CO. The product is [F:1][C:2]1[CH:3]=[C:4]([CH:7]=[CH:8][C:9]=1[CH2:10][OH:11])[C:5]#[N:6]. The yield is 0.960. (4) The reactants are [Cl:1][C:2]1[CH:21]=[CH:20][CH:19]=[CH:18][C:3]=1[O:4][C:5]1[C:6]([C:11]2(C)CS[C:13](N)=[N:12]2)=NC=C[CH:10]=1.[CH3:22][C:23]1[N:24]=[C:25]([NH2:28])[S:26][CH:27]=1.ClC1C=C(OC2C=CC=CC=2Cl)C=CN=1.P([O-])([O-])([O-])=O.[K+].[K+].[K+].C1(P(C2C=CC=CC=2)C2C3OC4C(=CC=CC=4P(C4C=CC=CC=4)C4C=CC=CC=4)C(C)(C)C=3C=CC=2)C=CC=CC=1. The catalyst is C1C=CC(/C=C/C(/C=C/C2C=CC=CC=2)=O)=CC=1.C1C=CC(/C=C/C(/C=C/C2C=CC=CC=2)=O)=CC=1.C1C=CC(/C=C/C(/C=C/C2C=CC=CC=2)=O)=CC=1.[Pd].[Pd]. The product is [Cl:1][C:2]1[CH:21]=[CH:20][CH:19]=[CH:18][C:3]=1[O:4][C:5]1[CH:10]=[CH:13][N:12]=[C:11]([NH:28][C:25]2[S:26][CH:27]=[C:23]([CH3:22])[N:24]=2)[CH:6]=1. The yield is 0.440. (5) The reactants are Cl.Cl.[N:3]1([C:8]2[N:13]=[CH:12][C:11]([O:14][CH:15]3[CH2:19][CH2:18][N:17]([CH:20]4[CH2:25][CH2:24][NH:23][CH2:22][CH2:21]4)[C:16]3=[O:26])=[CH:10][CH:9]=2)[CH:7]=[N:6][N:5]=[N:4]1.CCN(C(C)C)C(C)C.Cl[C:37]1[N:42]=[CH:41][C:40]([CH2:43][CH3:44])=[CH:39][N:38]=1.O. The catalyst is CN(C=O)C. The product is [N:3]1([C:8]2[N:13]=[CH:12][C:11]([O:14][CH:15]3[CH2:19][CH2:18][N:17]([CH:20]4[CH2:21][CH2:22][N:23]([C:37]5[N:42]=[CH:41][C:40]([CH2:43][CH3:44])=[CH:39][N:38]=5)[CH2:24][CH2:25]4)[C:16]3=[O:26])=[CH:10][CH:9]=2)[CH:7]=[N:6][N:5]=[N:4]1. The yield is 0.480. (6) The reactants are [N:1]1[CH:6]=[CH:5][CH:4]=[CH:3][C:2]=1C(O)=O.C1(P(N=[N+]=[N-])(C2C=CC=CC=2)=[O:17])C=CC=CC=1.C([N:29]([CH2:32]C)CC)C. The catalyst is C1(C)C=CC=CC=1. The product is [N:29]([C:2]1[CH:3]=[CH:4][CH:5]=[CH:6][N:1]=1)=[C:32]=[O:17]. The yield is 0.780. (7) The reactants are [CH2:1]([O:3][C:4]([C:6]1[N:7]=[C:8]([NH2:11])[S:9][CH:10]=1)=[O:5])[CH3:2].[CH3:12][O:13][CH2:14][CH2:15][Br:16]. No catalyst specified. The product is [BrH:16].[NH:11]=[C:8]1[N:7]([CH2:15][CH2:14][O:13][CH3:12])[C:6]([C:4]([O:3][CH2:1][CH3:2])=[O:5])=[CH:10][S:9]1. The yield is 0.830.